The task is: Predict the reactants needed to synthesize the given product.. This data is from Full USPTO retrosynthesis dataset with 1.9M reactions from patents (1976-2016). (1) The reactants are: [CH2:1]([O:3][C:4]([C:6]1[N:7]=[C:8]2[C:13]([C:14]([F:17])([F:16])[F:15])=[CH:12][C:11]([C:18]3[CH:22]=[CH:21][O:20][CH:19]=3)=[CH:10][N:9]2[C:23]=1[N+:24]([O-])=O)=[O:5])[CH3:2].[S:27]1[CH:31]=[CH:30][CH:29]=[C:28]1[CH2:32]N. Given the product [CH2:1]([O:3][C:4]([C:6]1[N:7]=[C:8]2[C:13]([C:14]([F:17])([F:16])[F:15])=[CH:12][C:11]([C:18]3[CH:22]=[CH:21][O:20][CH:19]=3)=[CH:10][N:9]2[C:23]=1[NH:24][CH2:32][C:28]1[S:27][CH:31]=[CH:30][CH:29]=1)=[O:5])[CH3:2], predict the reactants needed to synthesize it. (2) Given the product [CH3:26][N:27]([CH3:33])[CH:28]1[CH2:32][CH2:31][N:30]([C:23]([C:22]2[N:17]3[CH:18]=[CH:19][CH:20]=[CH:21][C:16]3=[N:15][C:14]=2[CH2:13][N:2]([CH3:1])[CH:3]2[C:12]3[N:11]=[CH:10][CH:9]=[CH:8][C:7]=3[CH2:6][CH2:5][CH2:4]2)=[O:25])[CH2:29]1, predict the reactants needed to synthesize it. The reactants are: [CH3:1][N:2]([CH2:13][C:14]1[N:15]=[C:16]2[CH:21]=[CH:20][CH:19]=[CH:18][N:17]2[C:22]=1[C:23]([OH:25])=O)[CH:3]1[C:12]2[N:11]=[CH:10][CH:9]=[CH:8][C:7]=2[CH2:6][CH2:5][CH2:4]1.[CH3:26][N:27]([CH3:33])[CH:28]1[CH2:32][CH2:31][NH:30][CH2:29]1.O.ON1C2C=CC=CC=2N=N1.Cl.CN(C)CCCN=C=NCC.FC(F)(F)C(O)=O. (3) Given the product [NH2:1][C:2]1[C:3]([C:20]2[O:30][C:24]([C:25]([O:27][CH2:28][CH3:29])=[O:26])=[N:23][N:22]=2)=[N:4][C:5]([C:8]2[CH:13]=[CH:12][C:11]([S:14]([CH:17]([CH3:19])[CH3:18])(=[O:15])=[O:16])=[CH:10][CH:9]=2)=[CH:6][N:7]=1, predict the reactants needed to synthesize it. The reactants are: [NH2:1][C:2]1[C:3]([C:20]([NH:22][NH:23][C:24](=[O:30])[C:25]([O:27][CH2:28][CH3:29])=[O:26])=O)=[N:4][C:5]([C:8]2[CH:13]=[CH:12][C:11]([S:14]([CH:17]([CH3:19])[CH3:18])(=[O:16])=[O:15])=[CH:10][CH:9]=2)=[CH:6][N:7]=1.C(N(CC)CC)C.CC1C=CC(S(Cl)(=O)=O)=CC=1. (4) Given the product [F:31][C:4]1[CH:3]=[C:2]([NH:1][C:42]([NH:41][C:39](=[O:40])[CH2:38][C:32]2[CH:33]=[CH:34][CH:35]=[CH:36][CH:37]=2)=[O:43])[CH:30]=[CH:29][C:5]=1[O:6][C:7]1[CH:12]=[CH:11][N:10]=[C:9]([NH:13][C:14]([N:16]2[CH2:21][CH2:20][N:19]([CH:22]3[CH2:27][CH2:26][N:25]([CH3:28])[CH2:24][CH2:23]3)[CH2:18][CH2:17]2)=[O:15])[CH:8]=1, predict the reactants needed to synthesize it. The reactants are: [NH2:1][C:2]1[CH:30]=[CH:29][C:5]([O:6][C:7]2[CH:12]=[CH:11][N:10]=[C:9]([NH:13][C:14]([N:16]3[CH2:21][CH2:20][N:19]([CH:22]4[CH2:27][CH2:26][N:25]([CH3:28])[CH2:24][CH2:23]4)[CH2:18][CH2:17]3)=[O:15])[CH:8]=2)=[C:4]([F:31])[CH:3]=1.[C:32]1([CH2:38][C:39]([N:41]=[C:42]=[O:43])=[O:40])[CH:37]=[CH:36][CH:35]=[CH:34][CH:33]=1. (5) Given the product [CH3:39][O:32][C:30]([C:26]1[CH:27]=[C:28]([CH3:29])[C:19]2[O:18][C:17]3[C:33]([Cl:35])=[CH:34][C:14]([N:13]4[CH2:12][CH2:11][N:1]([CH2:2][CH2:3][N:4]5[CH2:9][CH2:8][NH:7][CH2:6][CH2:5]5)[CH2:37][CH2:36]4)=[CH:15][C:16]=3[CH2:22][S:21](=[O:23])(=[O:24])[C:20]=2[CH:25]=1)=[O:31], predict the reactants needed to synthesize it. The reactants are: [NH2:1][CH2:2][CH2:3][N:4]1[CH2:9][CH2:8][NH:7][CH2:6][CH2:5]1.Cl[CH2:11][CH2:12][N:13]([CH2:36][CH2:37]Cl)[C:14]1[CH:34]=[C:33]([Cl:35])[C:17]2[O:18][C:19]3[C:28]([CH3:29])=[CH:27][C:26]([C:30]([OH:32])=[O:31])=[CH:25][C:20]=3[S:21](=[O:24])(=[O:23])[CH2:22][C:16]=2[CH:15]=1.[CH3:39]O. (6) Given the product [Cl:1][C:2]1[CH:3]=[C:4]([C@@:9]2([CH2:10][OH:15])[CH2:14][CH:13]2[CH2:12][OH:11])[CH:5]=[CH:6][C:7]=1[Cl:8], predict the reactants needed to synthesize it. The reactants are: [Cl:1][C:2]1[CH:3]=[C:4]([C@@:9]23[CH2:14][CH:13]2[CH2:12][O:11][C:10]3=[O:15])[CH:5]=[CH:6][C:7]=1[Cl:8].ClCCl. (7) Given the product [Cl:21][C:22]1[N:27]=[C:26]2[N:28]([CH2:2][C:3]3[CH:20]=[CH:19][C:6]4/[C:7](=[CH:16]/[C:17]#[N:18])/[C:8]5[CH:15]=[CH:14][CH:13]=[CH:12][C:9]=5[CH2:10][CH2:11][C:5]=4[CH:4]=3)[C:29]([CH2:31][CH3:32])=[N:30][C:25]2=[C:24]([CH3:33])[CH:23]=1, predict the reactants needed to synthesize it. The reactants are: O[CH2:2][C:3]1[CH:20]=[CH:19][C:6]2/[C:7](=[CH:16]/[C:17]#[N:18])/[C:8]3[CH:15]=[CH:14][CH:13]=[CH:12][C:9]=3[CH2:10][CH2:11][C:5]=2[CH:4]=1.[Cl:21][C:22]1[N:27]=[C:26]2[NH:28][C:29]([CH2:31][CH3:32])=[N:30][C:25]2=[C:24]([CH3:33])[CH:23]=1.C1(P(C2C=CC=CC=2)C2C=CC=CC=2)C=CC=CC=1.N(C(OC(C)(C)C)=O)=NC(OC(C)(C)C)=O. (8) Given the product [C:1]([O:5][C:6](=[O:78])[CH2:7][CH2:8][C@H:9]([C:40](=[O:77])[NH:41][C@@H:42]([C:64](=[O:76])[NH:65][C:66]1([CH:69]([OH:75])[CH2:70][C:71]([OH:73])=[O:72])[CH2:67][CH2:68]1)[CH2:43][S:44][C:45]([C:46]1[CH:47]=[CH:48][CH:49]=[CH:50][CH:51]=1)([C:58]1[CH:59]=[CH:60][CH:61]=[CH:62][CH:63]=1)[C:52]1[CH:53]=[CH:54][CH:55]=[CH:56][CH:57]=1)[NH:10][C:11](=[O:39])[CH2:12][C@H:13]([OH:38])/[CH:14]=[CH:15]/[CH2:16][CH2:17][S:18][C:19]([C:20]1[CH:21]=[CH:22][CH:23]=[CH:24][CH:25]=1)([C:32]1[CH:37]=[CH:36][CH:35]=[CH:34][CH:33]=1)[C:26]1[CH:27]=[CH:28][CH:29]=[CH:30][CH:31]=1)([CH3:4])([CH3:2])[CH3:3], predict the reactants needed to synthesize it. The reactants are: [C:1]([O:5][C:6](=[O:78])[CH2:7][CH2:8][C@H:9]([C:40](=[O:77])[NH:41][C@@H:42]([C:64](=[O:76])[NH:65][C:66]1([CH:69]([OH:75])[CH2:70][C:71]([O:73]C)=[O:72])[CH2:68][CH2:67]1)[CH2:43][S:44][C:45]([C:58]1[CH:63]=[CH:62][CH:61]=[CH:60][CH:59]=1)([C:52]1[CH:57]=[CH:56][CH:55]=[CH:54][CH:53]=1)[C:46]1[CH:51]=[CH:50][CH:49]=[CH:48][CH:47]=1)[NH:10][C:11](=[O:39])[CH2:12][C@H:13]([OH:38])/[CH:14]=[CH:15]/[CH2:16][CH2:17][S:18][C:19]([C:32]1[CH:37]=[CH:36][CH:35]=[CH:34][CH:33]=1)([C:26]1[CH:31]=[CH:30][CH:29]=[CH:28][CH:27]=1)[C:20]1[CH:25]=[CH:24][CH:23]=[CH:22][CH:21]=1)([CH3:4])([CH3:3])[CH3:2].[Li+].[OH-]. (9) Given the product [CH2:1]([N:3]1[CH2:4][CH2:5][CH:6]([C:9]2[CH:14]=[CH:13][CH:12]=[C:11]([S:15]([CH3:18])(=[O:17])=[O:16])[C:10]=2[F:19])[CH2:7][CH2:8]1)[CH3:2], predict the reactants needed to synthesize it. The reactants are: [CH2:1]([N:3]1[CH2:8][CH:7]=[C:6]([C:9]2[CH:14]=[CH:13][CH:12]=[C:11]([S:15]([CH3:18])(=[O:17])=[O:16])[C:10]=2[F:19])[CH2:5][CH2:4]1)[CH3:2].C(O)=O.